From a dataset of Forward reaction prediction with 1.9M reactions from USPTO patents (1976-2016). Predict the product of the given reaction. (1) Given the reactants [Br:1][C:2]1[CH:3]=[C:4]([CH:8]=O)[CH:5]=[N:6][CH:7]=1.[F:10][C:11]1([F:16])[CH2:15][CH2:14][NH:13][CH2:12]1.C(O[BH-](OC(=O)C)OC(=O)C)(=O)C.[Na+], predict the reaction product. The product is: [Br:1][C:2]1[CH:7]=[N:6][CH:5]=[C:4]([CH2:8][N:13]2[CH2:14][CH2:15][C:11]([F:16])([F:10])[CH2:12]2)[CH:3]=1. (2) Given the reactants [OH:1][C:2]1[CH:7]=[CH:6][C:5]([C:8]2[CH:12]=[C:11]([C:13]([NH2:15])=[O:14])[O:10][N:9]=2)=[CH:4][CH:3]=1.C([O-])([O-])=O.[K+].[K+].[F:22][C:23]([F:34])([F:33])[S:24][C:25]1[CH:32]=[CH:31][CH:30]=[CH:29][C:26]=1[CH2:27]Br.CN(C=O)C, predict the reaction product. The product is: [F:22][C:23]([S:24][C:25]1[CH:32]=[CH:31][CH:30]=[CH:29][C:26]=1[CH2:27][O:1][C:2]1[CH:3]=[CH:4][C:5]([C:8]2[CH:12]=[C:11]([C:13]([NH2:15])=[O:14])[O:10][N:9]=2)=[CH:6][CH:7]=1)([F:34])[F:33]. (3) Given the reactants [F:1][C:2]([F:27])([F:26])[C:3]1[CH:21]=[C:20]([C:22]([F:25])([F:24])[F:23])[CH:19]=[CH:18][C:4]=1[CH2:5][N:6]1[C:14]2[C:9](=[CH:10][C:11]([CH:15]=O)=[CH:12][CH:13]=2)[C:8]([I:17])=[N:7]1.[OH:28][CH2:29][CH:30]1[O:35][CH2:34][CH2:33][N:32]([C:36]2[S:37][CH2:38][C:39](=[O:41])[N:40]=2)[CH2:31]1, predict the reaction product. The product is: [F:27][C:2]([F:1])([F:26])[C:3]1[CH:21]=[C:20]([C:22]([F:23])([F:25])[F:24])[CH:19]=[CH:18][C:4]=1[CH2:5][N:6]1[C:14]2[C:9](=[CH:10][C:11]([CH:15]=[C:38]3[S:37][C:36]([N:32]4[CH2:33][CH2:34][O:35][C@H:30]([CH2:29][OH:28])[CH2:31]4)=[N:40][C:39]3=[O:41])=[CH:12][CH:13]=2)[C:8]([I:17])=[N:7]1. (4) Given the reactants [CH3:1][O:2][C:3](=[O:26])[CH2:4][O:5][C:6]1[C:7]([C:22](OC)=[O:23])=[C:8]([C:18]([O:20][CH3:21])=[O:19])[C:9]([CH2:12][CH2:13][C:14]([O:16][CH3:17])=[O:15])=[N:10][CH:11]=1.C[O-].[Na+], predict the reaction product. The product is: [OH:23][C:22]1[C:7]2[C:8]([C:18]([O:20][CH3:21])=[O:19])=[C:9]([CH2:12][CH2:13][C:14]([O:16][CH3:17])=[O:15])[N:10]=[CH:11][C:6]=2[O:5][C:4]=1[C:3]([O:2][CH3:1])=[O:26]. (5) Given the reactants [NH2:1][C@@H:2]1[CH2:10][C:9]2[C:4](=[CH:5][CH:6]=[C:7]([CH2:11][C:12]3[CH:13]=[C:14]([CH2:22][OH:23])[CH:15]=[C:16]([C:18]([F:21])([F:20])[F:19])[CH:17]=3)[CH:8]=2)[CH2:3]1.[CH3:24][S:25](OC1C(F)=C(F)C(F)=C(F)C=1F)(=[O:27])=[O:26].N1CCCN2CCCCCC=12, predict the reaction product. The product is: [OH:23][CH2:22][C:14]1[CH:13]=[C:12]([CH:17]=[C:16]([C:18]([F:19])([F:20])[F:21])[CH:15]=1)[CH2:11][C:7]1[CH:8]=[C:9]2[C:4](=[CH:5][CH:6]=1)[CH2:3][C@H:2]([NH:1][S:25]([CH3:24])(=[O:27])=[O:26])[CH2:10]2. (6) Given the reactants [NH2:1][CH2:2][CH2:3][OH:4].[N+:5]([C:8]1[CH:13]=[CH:12][CH:11]=[CH:10][C:9]=1[S:14](Cl)(=[O:16])=[O:15])([O-:7])=[O:6].N1C=CC=CC=1.O, predict the reaction product. The product is: [OH:4][CH2:3][CH2:2][NH:1][S:14]([C:9]1[CH:10]=[CH:11][CH:12]=[CH:13][C:8]=1[N+:5]([O-:7])=[O:6])(=[O:15])=[O:16]. (7) Given the reactants [CH2:1]([N:3]1[C:12](=[O:13])[C:11]2[NH:10][C:9]([CH2:14]O)=[N:8][C:7]=2[N:6]([CH2:16][CH3:17])[C:4]1=[O:5])[CH3:2].S(Cl)([Cl:20])=O, predict the reaction product. The product is: [CH2:1]([N:3]1[C:12](=[O:13])[C:11]2[NH:10][C:9]([CH2:14][Cl:20])=[N:8][C:7]=2[N:6]([CH2:16][CH3:17])[C:4]1=[O:5])[CH3:2]. (8) Given the reactants [CH3:1][O:2][C:3](=[O:33])[CH2:4][CH2:5][N:6]([CH2:22][CH2:23][CH2:24][CH2:25][N:26]([CH2:30][CH2:31][CH3:32])[CH2:27][CH2:28][CH3:29])[CH2:7][C:8]1[CH:13]=[CH:12][C:11]([CH2:14][NH:15][CH2:16][C:17]2[NH:18][CH:19]=[CH:20][N:21]=2)=[CH:10][CH:9]=1.C([BH3-])#N.[Na+].C(O)(=O)C.[CH3:42][N:43]1[CH:47]=[CH:46][N:45]=[C:44]1[CH:48]=O, predict the reaction product. The product is: [CH3:1][O:2][C:3](=[O:33])[CH2:4][CH2:5][N:6]([CH2:22][CH2:23][CH2:24][CH2:25][N:26]([CH2:27][CH2:28][CH3:29])[CH2:30][CH2:31][CH3:32])[CH2:7][C:8]1[CH:9]=[CH:10][C:11]([CH2:14][N:15]([CH2:16][C:17]2[NH:18][CH:19]=[CH:20][N:21]=2)[CH2:48][C:44]2[N:43]([CH3:42])[CH:47]=[CH:46][N:45]=2)=[CH:12][CH:13]=1.